This data is from Forward reaction prediction with 1.9M reactions from USPTO patents (1976-2016). The task is: Predict the product of the given reaction. (1) Given the reactants C([O:3][C:4]([C:6]1[C:15]2[C:10](=[CH:11][C:12]([O:18][CH3:19])=[C:13]([O:16][CH3:17])[CH:14]=2)[C:9]([C:20](=[O:32])[C:21]2[CH:26]=[CH:25][CH:24]=[C:23]([O:27][CH2:28][C:29]([OH:31])=O)[CH:22]=2)=[N:8][CH:7]=1)=[O:5])C.C(Cl)Cl.[CH3:36][N:37]1[CH2:42][CH2:41][NH:40][CH2:39][CH2:38]1.CN(C(ON1N=NC2C=CC=CC1=2)=[N+](C)C)C.F[P-](F)(F)(F)(F)F.C(N(CC)CC)C, predict the reaction product. The product is: [CH3:17][O:16][C:13]1[CH:14]=[C:15]2[C:10](=[CH:11][C:12]=1[O:18][CH3:19])[C:9]([C:20](=[O:32])[C:21]1[CH:26]=[CH:25][CH:24]=[C:23]([O:27][CH2:28][C:29]([N:40]3[CH2:41][CH2:42][N:37]([CH3:36])[CH2:38][CH2:39]3)=[O:31])[CH:22]=1)=[N:8][CH:7]=[C:6]2[C:4]([OH:3])=[O:5]. (2) Given the reactants [N+:1]([C:4]1[CH:5]=[C:6]([CH:10]=[CH:11][C:12]=1[CH3:13])[C:7](O)=[O:8])([O-:3])=[O:2].C(N1C=CN=C1)([N:16]1C=CN=C1)=O.CN(C)C=O.O.N, predict the reaction product. The product is: [N+:1]([C:4]1[CH:5]=[C:6]([CH:10]=[CH:11][C:12]=1[CH3:13])[C:7]([NH2:16])=[O:8])([O-:3])=[O:2].